From a dataset of Experimentally validated miRNA-target interactions with 360,000+ pairs, plus equal number of negative samples. Binary Classification. Given a miRNA mature sequence and a target amino acid sequence, predict their likelihood of interaction. (1) The miRNA is hsa-miR-186-5p with sequence CAAAGAAUUCUCCUUUUGGGCU. The protein sequence of the target gene is MIRDLSKMYPQTRHPAPHQPAQPFKFTISESCDRIKEEFQFLQAQYHSLKLECEKLASEKTEMQRHYVMYYEMSYGLNIEMHKQAEIVKRLNAICAQVIPFLSQEHQQQVVQAVERAKQVTMAELNAIIGQQLQAQHLSHGHGLPVPLTPHPSGLQPPAIPPIGSSAGLLALSSALGGQSHLPIKDEKKHHDNDHQRDRDSIKSSSVSPSASFRGAEKHRNSADYSSESKKQKTEEKEIAARYDSDGEKSDDNLVVDVSNEDPSSPRGSPAHSPRENGLDKTRLLKKDAPISPASIASSS.... Result: 1 (interaction). (2) The miRNA is hsa-miR-548au-3p with sequence UGGCAGUUACUUUUGCACCAG. The protein sequence of the target gene is MYKRNGLMASVLVTSATPQGSSSSDSLEGQSCDYASKSYDAVVFDVLKVTPEEFASQITLMDIPVFKAIQPEELASCGWSKKEKHSLAPNVVAFTRRFNQVSFWVVREILTAQTLKIRAEILSHFVKIAKKLLELNNLHSLMSVVSALQSAPIFRLTKTWALLNRKDKTTFEKLDYLMSKEDNYKRTREYIRSLKMVPSIPYLGIYLLDLIYIDSAYPASGSIMENEQRSNQMNNILRIIADLQVSCSYDHLTTLPHVQKYLKSVRYIEELQKFVEDDNYKLSLRIEPGSSSPRLVSSKE.... Result: 0 (no interaction). (3) The miRNA is hsa-miR-1-3p with sequence UGGAAUGUAAAGAAGUAUGUAU. The protein sequence of the target gene is MSYGPLDMYRNPGPSGPQLRDFSSIIQTCSGNIQRISQATAQIKNLMSQLGTKQDSSKLQENLQQLQHSTNQLAKETNELLKELGSLPLPLSTSEQRQQRLQKERLMNDFSAALNNFQAVQRRVSEKEKESIARARAGSRLSAEERQREEQLVSFDSHEEWNQMQSQEDEVAITEQDLELIKERETAIRQLEADILDVNQIFKDLAMMIHDQGDLIDSIEANVESSEVHVERATEQLQRAAYYQKKSRKKMCILVLVLSVIILILGLIIWLVYKTK. Result: 1 (interaction). (4) The miRNA is mmu-miR-3097-5p with sequence CACAGGUGGGAAGUGUGUGUCCA. The protein sequence of the target gene is MSLLYGLQSTRINRFLSGVNNLANRRQWTPPASCPLAPKLRAVNAYWGLNTVSHCHSVTLLPRNFLFCRTLNHKKSRCLSSAQSKELGVLTYRCTVRGDSVLRQGARKVAGVPALAASCSPSCPAVIEARSFRTSARVQAAPVPLLLLILKPVQKLLAIIVGRGIRKWWQALPPNKKELFKDSVRKNKWRLLLGLSAFGLLFVVFYFTHLEVSPVTGRSKLLLVGKEHFRLLSDLEYEVWMEEFKNDLLPERDPRYLTVKEMVYHLTQCNRDVPGISETNWVVHVVDSPAVNAFVLPNGQ.... Result: 0 (no interaction). (5) The miRNA is mmu-miR-17-5p with sequence CAAAGUGCUUACAGUGCAGGUAG. The protein sequence of the target gene is MAPVGVEKKLLLGPNGPAVAAAGDLTSEEEEGQSLWSSILSEVSTRARSKLPSGKNILVFGEDGSGKTTLMTKLQGAEHGKKGRGLEYLYLSVHDEDRDDHTRCNVWILDGDLYHKGLLKFAVSAESLRETLVIFVADMSRPWTIMESLQKWASVLREHIDKMKIPPEEMRDLERKFMKEFQDYIEPEEGCQGSPQRRGPLTSGSDEDSVALPLGDNVLTHNLGIPVLVVCTKCDAMSVLEKEHDYRDEHLDFIQAHLRRFCLQYGAALIYTSVKEEKNLDLLYKYIVHKTYGFHFTIPA.... Result: 1 (interaction). (6) The miRNA is mmu-miR-466b-3p with sequence AUACAUACACGCACACAUAAGA. The protein sequence of the target gene is MNGTEGPNFYVPFSNATGVVRSPFEYPQYYLAEPWQFSMLAAYMFLLIVLGFPINFLTLYVTVQHKKLRTPLNYILLNLAVADLFMVLGGFTSTLYTSLHGYFVFGPTGCNLEGFFATLGGEIALWSLVVLAIERYVVVCKPMSNFRFGENHAIMGVAFTWVMALACAAPPLAGWSRYIPEGLQCSCGIDYYTLKPEVNNESFVIYMFVVHFTIPMIIIFFCYGQLVFTVKEAAAQQQESATTQKAEKEVTRMVIIMVIAFLICWVPYASVAFYIFTHQGSNFGPIFMTIPAFFAKSAAI.... Result: 0 (no interaction). (7) The miRNA is hsa-miR-2110 with sequence UUGGGGAAACGGCCGCUGAGUG. The protein sequence of the target gene is MAPKKRPETQKTSEIVLRPRNKRSRSPLELEPEAKKLCAKGSGPSRRCDSDCLWVGLAGPQILPPCRSIVRTLHQHKLGRASWPSVQQGLQQSFLHTLDSYRILQKAAPFDRRATSLAWHPTHPSTVAVGSKGGDIMLWNFGIKDKPTFIKGIGAGGSITGLKFNPLNTNQFYASSMEGTTRLQDFKGNILRVFASSDTINIWFCSLDVSASSRMVVTGDNVGNVILLNMDGKELWNLRMHKKKVTHVALNPCCDWFLATASVDQTVKIWDLRQVRGKASFLYSLPHRHPVNAACFSPDG.... Result: 0 (no interaction).